Dataset: Catalyst prediction with 721,799 reactions and 888 catalyst types from USPTO. Task: Predict which catalyst facilitates the given reaction. (1) Reactant: N#N.[O:3]=[C:4]([CH3:10])[CH2:5][CH2:6][CH2:7][C:8]#[N:9].[CH2:11](O)[CH2:12][OH:13].CC1C=CC(S(O)(=O)=O)=CC=1.C([O-])(O)=O.[Na+]. Product: [CH3:10][C:4]1([CH2:5][CH2:6][CH2:7][C:8]#[N:9])[O:13][CH2:12][CH2:11][O:3]1. The catalyst class is: 11. (2) Reactant: [CH:1]1([C:4]2[CH:9]=[C:8]([O:10][CH3:11])[C:7]([F:12])=[CH:6][C:5]=2[C:13]2[N:18]=[CH:17][C:16]3[CH:19]=[N:20][N:21](C4CCCCO4)[C:15]=3[CH:14]=2)[CH2:3][CH2:2]1.Cl. Product: [CH:1]1([C:4]2[CH:9]=[C:8]([O:10][CH3:11])[C:7]([F:12])=[CH:6][C:5]=2[C:13]2[N:18]=[CH:17][C:16]3[CH:19]=[N:20][NH:21][C:15]=3[CH:14]=2)[CH2:2][CH2:3]1. The catalyst class is: 5. (3) Reactant: [O:1]=[S:2]1(=[O:25])[CH2:6][C:5]2[CH:7]=[C:8]([C:11]3[CH:12]=[N:13][C:14]([O:23][CH3:24])=[C:15]4[C:20]=3[N:19]=[C:18]([C:21]#[N:22])[CH:17]=[CH:16]4)[CH:9]=[CH:10][C:4]=2[NH:3]1.[OH-:26].[Na+].Cl.O1CCOCC1.CN(C(ON1N=NC2C=CC=NC1=2)=[N+](C)C)C.F[P-](F)(F)(F)(F)F.[CH3:59]N.C1COCC1.CCN(C(C)C)C(C)C. Product: [O:25]=[S:2]1(=[O:1])[CH2:6][C:5]2[CH:7]=[C:8]([C:11]3[CH:12]=[N:13][C:14]([O:23][CH3:24])=[C:15]4[C:20]=3[N:19]=[C:18]([C:21]([NH:22][CH3:59])=[O:26])[CH:17]=[CH:16]4)[CH:9]=[CH:10][C:4]=2[NH:3]1. The catalyst class is: 412. (4) Reactant: [C:1]([C:3]1[CH:4]=[N:5][C:6]([CH:12]([F:14])[F:13])=[C:7]([CH:11]=1)[C:8](O)=[O:9])#[N:2].C[N:16](C(ON1N=NC2C=CC=CC1=2)=[N+](C)C)C.[B-](F)(F)(F)F.CCN(C(C)C)C(C)C.[Cl-].[NH4+]. Product: [C:1]([C:3]1[CH:4]=[N:5][C:6]([CH:12]([F:14])[F:13])=[C:7]([CH:11]=1)[C:8]([NH2:16])=[O:9])#[N:2]. The catalyst class is: 3. (5) Reactant: [NH:1]1[C:5]([C:6]2[CH:7]=[C:8]([NH2:12])[CH:9]=[CH:10][CH:11]=2)=[N:4][N:3]=[N:2]1.[CH3:13][C:14]1[C:18]2[CH:19]=[C:20]([CH3:23])[CH:21]=[CH:22][C:17]=2[S:16][C:15]=1[S:24](Cl)(=[O:26])=[O:25]. Product: [CH3:13][C:14]1[C:18]2[CH:19]=[C:20]([CH3:23])[CH:21]=[CH:22][C:17]=2[S:16][C:15]=1[S:24]([NH:12][C:8]1[CH:9]=[CH:10][CH:11]=[C:6]([C:5]2[NH:1][N:2]=[N:3][N:4]=2)[CH:7]=1)(=[O:25])=[O:26]. The catalyst class is: 2. (6) Product: [C:14]([NH:13][C:11]([C:10]1[C:4]2[C:5](=[N:6][CH:7]=[C:2]([NH:26][C:27]3[CH:28]=[C:29]([CH:33]([NH:35][C:36](=[O:42])[O:37][C:38]([CH3:41])([CH3:40])[CH3:39])[CH3:34])[CH:30]=[CH:31][CH:32]=3)[N:3]=2)[N:8]([CH2:18][O:19][CH2:20][CH2:21][Si:22]([CH3:25])([CH3:24])[CH3:23])[CH:9]=1)=[O:12])([CH3:17])([CH3:16])[CH3:15]. Reactant: Br[C:2]1[N:3]=[C:4]2[C:10]([C:11]([NH:13][C:14]([CH3:17])([CH3:16])[CH3:15])=[O:12])=[CH:9][N:8]([CH2:18][O:19][CH2:20][CH2:21][Si:22]([CH3:25])([CH3:24])[CH3:23])[C:5]2=[N:6][CH:7]=1.[NH2:26][C:27]1[CH:28]=[C:29]([CH:33]([NH:35][C:36](=[O:42])[O:37][C:38]([CH3:41])([CH3:40])[CH3:39])[CH3:34])[CH:30]=[CH:31][CH:32]=1.CC1(C)C2C(=C(P(C3C=CC=CC=3)C3C=CC=CC=3)C=CC=2)OC2C(P(C3C=CC=CC=3)C3C=CC=CC=3)=CC=CC1=2.C(=O)([O-])[O-].[Cs+].[Cs+]. The catalyst class is: 62. (7) Reactant: [Cl:1][C:2]1[CH:16]=[CH:15][C:5]2[NH:6][C:7]3[CH:14]=[CH:13][CH:12]=[CH:11][C:8]=3[CH2:9][NH:10][C:4]=2[CH:3]=1. Product: [Cl:1][C:2]1[CH:16]=[CH:15][C:5]2[NH:6][C:7]3[CH:14]=[CH:13][CH:12]=[CH:11][C:8]=3[CH:9]=[N:10][C:4]=2[CH:3]=1. The catalyst class is: 177. (8) Reactant: Br[C:2]1[CH:3]=[C:4]([CH2:9][CH2:10][C:11]2[NH:12][CH:13]=[C:14]([CH2:18][C:19]3[CH:20]=[N:21][C:22]([O:25][CH3:26])=[N:23][CH:24]=3)[C:15](=[O:17])[N:16]=2)[CH:5]=[CH:6][C:7]=1[F:8].[Cu][C:28]#[N:29]. Product: [F:8][C:7]1[CH:6]=[CH:5][C:4]([CH2:9][CH2:10][C:11]2[NH:12][CH:13]=[C:14]([CH2:18][C:19]3[CH:20]=[N:21][C:22]([O:25][CH3:26])=[N:23][CH:24]=3)[C:15](=[O:17])[N:16]=2)=[CH:3][C:2]=1[C:28]#[N:29]. The catalyst class is: 37.